Dataset: Full USPTO retrosynthesis dataset with 1.9M reactions from patents (1976-2016). Task: Predict the reactants needed to synthesize the given product. The reactants are: [CH2:1]([O:8][C:9]1[C:18]2[C:13](=[CH:14][CH:15]=[C:16]([F:19])[CH:17]=2)[N:12]=[C:11]([CH2:20]O)[C:10]=1[CH3:22])[C:2]1[CH:7]=[CH:6][CH:5]=[CH:4][CH:3]=1.S(Cl)([Cl:25])=O. Given the product [CH2:1]([O:8][C:9]1[C:18]2[C:13](=[CH:14][CH:15]=[C:16]([F:19])[CH:17]=2)[N:12]=[C:11]([CH2:20][Cl:25])[C:10]=1[CH3:22])[C:2]1[CH:7]=[CH:6][CH:5]=[CH:4][CH:3]=1, predict the reactants needed to synthesize it.